From a dataset of Plasma protein binding rate (PPBR) regression data from AstraZeneca. Regression/Classification. Given a drug SMILES string, predict its absorption, distribution, metabolism, or excretion properties. Task type varies by dataset: regression for continuous measurements (e.g., permeability, clearance, half-life) or binary classification for categorical outcomes (e.g., BBB penetration, CYP inhibition). For this dataset (ppbr_az), we predict Y. The molecule is CN[C@@H](C)C(=O)N[C@H](C(=O)N[C@H]1CCCCN(Cc2ccccc2)C1)C1CCCCC1. The Y is 80.3 %.